This data is from Full USPTO retrosynthesis dataset with 1.9M reactions from patents (1976-2016). The task is: Predict the reactants needed to synthesize the given product. Given the product [OH:1][C@H:2]([C:6]1[S:7][CH:8]=[CH:9][CH:10]=1)[CH2:3][C:4]#[N:5], predict the reactants needed to synthesize it. The reactants are: [OH:1][CH:2]([C:6]1[S:7][CH:8]=[CH:9][CH:10]=1)[CH2:3][C:4]#[N:5].C(OC=C)(=O)C.